This data is from NCI-60 drug combinations with 297,098 pairs across 59 cell lines. The task is: Regression. Given two drug SMILES strings and cell line genomic features, predict the synergy score measuring deviation from expected non-interaction effect. (1) Drug 1: CC12CCC(CC1=CCC3C2CCC4(C3CC=C4C5=CN=CC=C5)C)O. Drug 2: C1CNP(=O)(OC1)N(CCCl)CCCl. Cell line: NCIH23. Synergy scores: CSS=-1.38, Synergy_ZIP=-0.0427, Synergy_Bliss=-2.40, Synergy_Loewe=-10.2, Synergy_HSA=-5.20. (2) Drug 1: CC(C)(C#N)C1=CC(=CC(=C1)CN2C=NC=N2)C(C)(C)C#N. Drug 2: CC1C(C(CC(O1)OC2CC(CC3=C2C(=C4C(=C3O)C(=O)C5=C(C4=O)C(=CC=C5)OC)O)(C(=O)CO)O)N)O.Cl. Cell line: 786-0. Synergy scores: CSS=45.7, Synergy_ZIP=0.862, Synergy_Bliss=-1.69, Synergy_Loewe=-0.915, Synergy_HSA=-0.150. (3) Drug 1: CC1C(C(CC(O1)OC2CC(OC(C2O)C)OC3=CC4=CC5=C(C(=O)C(C(C5)C(C(=O)C(C(C)O)O)OC)OC6CC(C(C(O6)C)O)OC7CC(C(C(O7)C)O)OC8CC(C(C(O8)C)O)(C)O)C(=C4C(=C3C)O)O)O)O. Drug 2: CS(=O)(=O)OCCCCOS(=O)(=O)C. Cell line: 786-0. Synergy scores: CSS=49.1, Synergy_ZIP=0.0505, Synergy_Bliss=2.94, Synergy_Loewe=-31.5, Synergy_HSA=0.565. (4) Drug 1: CC(C1=C(C=CC(=C1Cl)F)Cl)OC2=C(N=CC(=C2)C3=CN(N=C3)C4CCNCC4)N. Drug 2: CC1OCC2C(O1)C(C(C(O2)OC3C4COC(=O)C4C(C5=CC6=C(C=C35)OCO6)C7=CC(=C(C(=C7)OC)O)OC)O)O. Cell line: RPMI-8226. Synergy scores: CSS=49.8, Synergy_ZIP=3.97, Synergy_Bliss=5.19, Synergy_Loewe=-7.91, Synergy_HSA=2.61. (5) Drug 2: C1C(C(OC1N2C=NC3=C(N=C(N=C32)Cl)N)CO)O. Cell line: RXF 393. Synergy scores: CSS=7.25, Synergy_ZIP=-4.01, Synergy_Bliss=-4.65, Synergy_Loewe=-4.36, Synergy_HSA=-3.71. Drug 1: CN1CCC(CC1)COC2=C(C=C3C(=C2)N=CN=C3NC4=C(C=C(C=C4)Br)F)OC.